From a dataset of NCI-60 drug combinations with 297,098 pairs across 59 cell lines. Regression. Given two drug SMILES strings and cell line genomic features, predict the synergy score measuring deviation from expected non-interaction effect. Drug 1: CC(CN1CC(=O)NC(=O)C1)N2CC(=O)NC(=O)C2. Drug 2: C1=CC=C(C(=C1)C(C2=CC=C(C=C2)Cl)C(Cl)Cl)Cl. Cell line: NCI-H226. Synergy scores: CSS=3.49, Synergy_ZIP=-3.97, Synergy_Bliss=-3.82, Synergy_Loewe=-8.33, Synergy_HSA=-3.93.